Predict the reaction yield, written as a fraction of the theoretical maximum amount of product (1.0 means a 100% yield; for example, 0.34 means a 34% yield). From a dataset of Reaction yield outcomes from USPTO patents with 853,638 reactions. The reactants are [O:1]=[C:2]1[N:7]2[N:8]=[CH:9][CH:10]=[C:6]2[C:5]2[CH:11]=[C:12]([CH:14]=[O:15])[S:13][C:4]=2[NH:3]1.Cl[CH2:17][C:18]1[CH:23]=[CH:22][C:21]([O:24][CH3:25])=[CH:20][CH:19]=1.C(=O)([O-])[O-].[K+].[K+].[Cl-].[NH4+]. The catalyst is CN(C)C=O. The product is [CH3:25][O:24][C:21]1[CH:22]=[CH:23][C:18]([CH2:17][N:3]2[C:4]3[S:13][C:12]([CH:14]=[O:15])=[CH:11][C:5]=3[C:6]3=[CH:10][CH:9]=[N:8][N:7]3[C:2]2=[O:1])=[CH:19][CH:20]=1. The yield is 0.890.